Dataset: Catalyst prediction with 721,799 reactions and 888 catalyst types from USPTO. Task: Predict which catalyst facilitates the given reaction. (1) Reactant: [C:1]([Si:5]([CH3:18])([CH3:17])[O:6][CH2:7][C:8]1[CH:13]=[CH:12][C:11]([C:14]#[C:15][CH3:16])=[CH:10][CH:9]=1)([CH3:4])([CH3:3])[CH3:2].[H][H]. Product: [C:1]([Si:5]([CH3:18])([CH3:17])[O:6][CH2:7][C:8]1[CH:13]=[CH:12][C:11]([CH2:14][CH2:15][CH3:16])=[CH:10][CH:9]=1)([CH3:3])([CH3:4])[CH3:2]. The catalyst class is: 78. (2) Product: [CH2:1]([C:3]1[N:7]([C:8]2[C:16]3[O:15][CH2:14][C@@H:13]([NH:17][C:18]4[CH:31]=[CH:30][C:21]5[C@H:22]([CH2:25][C:26]([OH:28])=[O:27])[CH2:23][O:24][C:20]=5[CH:19]=4)[C:12]=3[CH:11]=[CH:10][CH:9]=2)[C:6]2[C:38]([F:43])=[C:39]([F:42])[CH:40]=[CH:41][C:5]=2[N:4]=1)[CH3:2]. The catalyst class is: 193. Reactant: [CH2:1]([C:3]1[N:7]([C:8]2[C:16]3[O:15][CH2:14][C@@H:13]([N:17](C(=O)C(F)(F)F)[C:18]4[CH:31]=[CH:30][C:21]5[C@H:22]([CH2:25][C:26]([O:28]C)=[O:27])[CH2:23][O:24][C:20]=5[CH:19]=4)[C:12]=3[CH:11]=[CH:10][CH:9]=2)[C:6]2[C:38]([F:43])=[C:39]([F:42])[CH:40]=[CH:41][C:5]=2[N:4]=1)[CH3:2].[OH-].[Na+].Cl. (3) Reactant: [Cl:1][C:2]1[CH:3]=[C:4]([NH:9][C:10]2[C:11]3[C:18]4[CH2:19][CH2:20][NH:21][CH2:22][C:17]=4[S:16][C:12]=3[N:13]=[CH:14][N:15]=2)[CH:5]=[CH:6][C:7]=1[F:8].[CH2:23]([O:25][P:26]([CH2:31][C:32](O)=[O:33])([O:28][CH2:29][CH3:30])=[O:27])[CH3:24].CCN(C(C)C)C(C)C.CN(C(ON1N=NC2C=CC=CC1=2)=[N+](C)C)C.[B-](F)(F)(F)F. Product: [CH2:29]([O:28][P:26]([CH2:31][C:32]([N:21]1[CH2:20][CH2:19][C:18]2[C:11]3[C:10]([NH:9][C:4]4[CH:5]=[CH:6][C:7]([F:8])=[C:2]([Cl:1])[CH:3]=4)=[N:15][CH:14]=[N:13][C:12]=3[S:16][C:17]=2[CH2:22]1)=[O:33])(=[O:27])[O:25][CH2:23][CH3:24])[CH3:30]. The catalyst class is: 3. (4) Product: [Cl:11][C:9]1[CH:8]=[CH:7][C:6]([C:12]2[C:13]([C@@H:24]([NH:34][C:35](=[O:41])[O:36][C:37]([CH3:40])([CH3:39])[CH3:38])[CH2:25][C:26]3[CH:31]=[C:30]([F:32])[CH:29]=[C:28]([F:33])[CH:27]=3)=[N:14][C:15]([C:18]#[C:19][C:20]([OH:23])([CH3:21])[CH3:22])=[CH:16][CH:17]=2)=[C:5]2[C:10]=1[C:2]([NH:1][S:53]([CH3:52])(=[O:54])=[O:58])=[N:3][N:4]2[CH3:42]. Reactant: [NH2:1][C:2]1[C:10]2[C:5](=[C:6]([C:12]3[C:13]([C@@H:24]([NH:34][C:35](=[O:41])[O:36][C:37]([CH3:40])([CH3:39])[CH3:38])[CH2:25][C:26]4[CH:31]=[C:30]([F:32])[CH:29]=[C:28]([F:33])[CH:27]=4)=[N:14][C:15]([C:18]#[C:19][C:20]([OH:23])([CH3:22])[CH3:21])=[CH:16][CH:17]=3)[CH:7]=[CH:8][C:9]=2[Cl:11])[N:4]([CH3:42])[N:3]=1.C(N(C(C)C)CC)(C)C.[CH3:52][S:53](Cl)=[O:54].C(OCC)(=[O:58])C. The catalyst class is: 4. (5) Reactant: [NH2:1][C:2]1[N:7]=[C:6]([O:8][CH3:9])[C:5]([C:10]2[N:14]([CH:15]([CH3:17])[CH3:16])[C:13]3[CH:18]([C:39]4[CH:46]=[CH:45][C:42]([C:43]#[N:44])=[CH:41][CH:40]=4)[N:19]([C:22]4[C:23](=[O:38])[N:24](CC5C=CC(OC)=CC=5)[CH:25]=[C:26]([Cl:28])[CH:27]=4)[C:20](=[O:21])[C:12]=3[CH:11]=2)=[CH:4][N:3]=1. Product: [NH2:1][C:2]1[N:7]=[C:6]([O:8][CH3:9])[C:5]([C:10]2[N:14]([CH:15]([CH3:17])[CH3:16])[C:13]3[CH:18]([C:39]4[CH:40]=[CH:41][C:42]([C:43]#[N:44])=[CH:45][CH:46]=4)[N:19]([C:22]4[C:23](=[O:38])[NH:24][CH:25]=[C:26]([Cl:28])[CH:27]=4)[C:20](=[O:21])[C:12]=3[CH:11]=2)=[CH:4][N:3]=1. The catalyst class is: 67. (6) Reactant: [CH:1]([C:4]1[C:12]([CH:13]=[O:14])=[C:7]2[CH:8]=[CH:9][CH:10]=[CH:11][N:6]2[N:5]=1)([CH3:3])[CH3:2].[Mn]([O-])(=O)(=O)=[O:16].[K+].[OH-].[K+]. Product: [CH:1]([C:4]1[C:12]([C:13]([OH:16])=[O:14])=[C:7]2[CH:8]=[CH:9][CH:10]=[CH:11][N:6]2[N:5]=1)([CH3:3])[CH3:2]. The catalyst class is: 20. (7) Product: [I:1][C:2]1[C:6]2=[N:7][CH:8]=[C:9]([C:11]3[C:12]([CH3:17])=[N:13][O:14][C:15]=3[CH3:16])[CH:10]=[C:5]2[N:4]([CH:25]([C:32]2[CH:37]=[CH:36][CH:35]=[CH:34][CH:33]=2)[C:26]2[CH:31]=[CH:30][CH:29]=[CH:28][N:27]=2)[CH:3]=1. Reactant: [I:1][C:2]1[C:6]2=[N:7][CH:8]=[C:9]([C:11]3[C:12]([CH3:17])=[N:13][O:14][C:15]=3[CH3:16])[CH:10]=[C:5]2[NH:4][CH:3]=1.C(=O)([O-])[O-].[Cs+].[Cs+].Br[CH:25]([C:32]1[CH:37]=[CH:36][CH:35]=[CH:34][CH:33]=1)[C:26]1[CH:31]=[CH:30][CH:29]=[CH:28][N:27]=1.O. The catalyst class is: 1.